This data is from Reaction yield outcomes from USPTO patents with 853,638 reactions. The task is: Predict the reaction yield, written as a fraction of the theoretical maximum amount of product (1.0 means a 100% yield; for example, 0.34 means a 34% yield). (1) The reactants are C(OC(=O)[N:7]([CH2:35][C:36]1[CH:41]=[CH:40][C:39]([Cl:42])=[CH:38][CH:37]=1)[C:8]1[S:9][C:10]([CH:14](O)[C:15]2[C:23]3[C:18](=[N:19][CH:20]=[CH:21][CH:22]=3)[N:17]([Si](C(C)C)(C(C)C)C(C)C)[CH:16]=2)=[C:11]([Cl:13])[N:12]=1)(C)(C)C.C([SiH](CC)CC)C.FC(F)(F)C(O)=O.O. The catalyst is C(#N)C. The product is [Cl:42][C:39]1[CH:40]=[CH:41][C:36]([CH2:35][NH:7][C:8]2[S:9][C:10]([CH2:14][C:15]3[C:23]4[C:18](=[N:19][CH:20]=[CH:21][CH:22]=4)[NH:17][CH:16]=3)=[C:11]([Cl:13])[N:12]=2)=[CH:37][CH:38]=1. The yield is 0.140. (2) The reactants are [Br:1][C:2]1[CH:7]=[CH:6][C:5]([C:8]2[S:12][C:11]([NH2:13])=[N:10][N:9]=2)=[CH:4][CH:3]=1.[Cl:14][CH2:15][CH2:16][CH2:17][C:18](Cl)=[O:19].C(=O)([O-])[O-].[K+].[K+]. The catalyst is C1(C)C=CC=CC=1. The product is [Br:1][C:2]1[CH:3]=[CH:4][C:5]([C:8]2[S:12][C:11]([NH:13][C:18](=[O:19])[CH2:17][CH2:16][CH2:15][Cl:14])=[N:10][N:9]=2)=[CH:6][CH:7]=1. The yield is 0.870. (3) The reactants are [NH2:1][C:2]1[C:14]2[C:5](=[N:6][C:7]3[CH2:8][CH2:9][CH:10]([C:15]([CH3:18])([CH3:17])[CH3:16])[CH2:11][C:12]=3[CH:13]=2)[S:4][C:3]=1[C:19]([NH2:21])=[O:20].[N:22]([O-])=O.[Na+].O. The catalyst is Cl. The product is [C:15]([CH:10]1[CH2:9][CH2:8][C:7]2=[N:6][C:5]3[S:4][C:3]4[C:19](=[O:20])[NH:21][N:22]=[N:1][C:2]=4[C:14]=3[CH:13]=[C:12]2[CH2:11]1)([CH3:18])([CH3:16])[CH3:17]. The yield is 0.580. (4) The reactants are [F:1][C:2]1[C:7]([F:8])=[C:6]([N+:9]([O-])=O)[CH:5]=[CH:4][C:3]=1[N:12]1[CH2:17][CH2:16][O:15][CH2:14][CH2:13]1. The catalyst is CCO.[Pd]. The product is [F:8][C:7]1[C:2]([F:1])=[C:3]([N:12]2[CH2:13][CH2:14][O:15][CH2:16][CH2:17]2)[CH:4]=[CH:5][C:6]=1[NH2:9]. The yield is 0.860. (5) The reactants are [F:1][C:2]1[CH:7]=[CH:6][C:5]([CH3:8])=[C:4]([N+:9]([O-:11])=[O:10])[CH:3]=1.[H-].[Na+].[C:14](OCC)(=[O:20])[C:15]([O:17][CH2:18][CH3:19])=[O:16].O. The catalyst is O1CCCC1. The product is [F:1][C:2]1[CH:7]=[CH:6][C:5]([CH2:8][C:14](=[O:20])[C:15]([O:17][CH2:18][CH3:19])=[O:16])=[C:4]([N+:9]([O-:11])=[O:10])[CH:3]=1. The yield is 0.320. (6) The reactants are [NH2:1][CH2:2][CH:3]([C:11]1[C:19]2[C:14](=[CH:15][C:16]([C:20]([N:22]3[CH2:27][CH2:26][O:25][CH2:24][CH2:23]3)=[O:21])=[CH:17][CH:18]=2)[NH:13][CH:12]=1)[C:4]1[CH:9]=[CH:8][CH:7]=[CH:6][C:5]=1[F:10].O=[CH:29][C:30]([O:32][CH2:33][CH3:34])=[O:31].C1(C)C=CC=CC=1.Cl.O1CCOCC1. The catalyst is O1CCOCC1.C1(C)C=CC=CC=1.[Pd]. The product is [F:10][C:5]1[CH:6]=[CH:7][CH:8]=[CH:9][C:4]=1[C:3]1[C:11]2[C:19]3[C:14](=[CH:15][C:16]([C:20]([N:22]4[CH2:23][CH2:24][O:25][CH2:26][CH2:27]4)=[O:21])=[CH:17][CH:18]=3)[NH:13][C:12]=2[C:29]([C:30]([O:32][CH2:33][CH3:34])=[O:31])=[N:1][CH:2]=1. The yield is 0.198.